Dataset: Catalyst prediction with 721,799 reactions and 888 catalyst types from USPTO. Task: Predict which catalyst facilitates the given reaction. (1) Reactant: Cl.[CH3:2][C:3]1([CH3:49])[C:7](=[O:8])[N:6]([C:9]2[CH:14]=[CH:13][C:12]([NH:15][S:16]([NH:19]C(=O)OC(C)(C)C)(=[O:18])=[O:17])=[C:11]([CH3:27])[CH:10]=2)[C:5](=[O:28])[N:4]1[CH2:29][CH2:30][CH2:31][CH2:32][CH2:33][CH2:34][CH2:35][CH2:36][CH2:37][S:38][CH2:39][CH2:40][CH2:41][C:42]([F:48])([F:47])[C:43]([F:46])([F:45])[F:44].C(Cl)Cl.CCOC(C)=O. Product: [CH3:2][C:3]1([CH3:49])[C:7](=[O:8])[N:6]([C:9]2[CH:14]=[CH:13][C:12]([NH:15][S:16]([NH2:19])(=[O:18])=[O:17])=[C:11]([CH3:27])[CH:10]=2)[C:5](=[O:28])[N:4]1[CH2:29][CH2:30][CH2:31][CH2:32][CH2:33][CH2:34][CH2:35][CH2:36][CH2:37][S:38][CH2:39][CH2:40][CH2:41][C:42]([F:48])([F:47])[C:43]([F:44])([F:45])[F:46]. The catalyst class is: 27. (2) Reactant: [F:1][C:2]1[CH:10]=[CH:9][C:5]([C:6]([Cl:8])=[O:7])=[CH:4][CH:3]=1.[CH3:11][N:12]([CH3:26])[CH:13]1[CH2:18][CH2:17][C:16]([C:19]2[CH:20]=[C:21]([NH2:25])[CH:22]=[CH:23][CH:24]=2)=[CH:15][CH2:14]1. Product: [ClH:8].[CH3:11][N:12]([CH3:26])[CH:13]1[CH2:18][CH2:17][C:16]([C:19]2[CH:20]=[C:21]([NH:25][C:6](=[O:7])[C:5]3[CH:9]=[CH:10][C:2]([F:1])=[CH:3][CH:4]=3)[CH:22]=[CH:23][CH:24]=2)=[CH:15][CH2:14]1. The catalyst class is: 17. (3) Reactant: F[P-](F)(F)(F)(F)F.N1(O[P+](N(C)C)(N(C)C)N(C)C)C2C=CC=CC=2N=N1.C(N(CC)C(C)C)(C)C.[F:37][CH:38]([F:44])/[CH:39]=[CH:40]/[C:41](O)=[O:42].[NH2:45][C:46]1[N:50]([C@@H:51]2[CH2:56][CH2:55][CH2:54][NH:53][CH2:52]2)[N:49]=[C:48]([C:57]2[CH:62]=[CH:61][C:60]([O:63][C:64]3[CH:69]=[CH:68][CH:67]=[C:66]([C:70]([F:73])([F:72])[F:71])[N:65]=3)=[CH:59][CH:58]=2)[C:47]=1[C:74]([NH2:76])=[O:75]. Product: [NH2:45][C:46]1[N:50]([C@@H:51]2[CH2:56][CH2:55][CH2:54][N:53]([C:41](=[O:42])/[CH:40]=[CH:39]/[CH:38]([F:44])[F:37])[CH2:52]2)[N:49]=[C:48]([C:57]2[CH:62]=[CH:61][C:60]([O:63][C:64]3[CH:69]=[CH:68][CH:67]=[C:66]([C:70]([F:73])([F:72])[F:71])[N:65]=3)=[CH:59][CH:58]=2)[C:47]=1[C:74]([NH2:76])=[O:75]. The catalyst class is: 255.